Dataset: Forward reaction prediction with 1.9M reactions from USPTO patents (1976-2016). Task: Predict the product of the given reaction. (1) Given the reactants Cl[C:2]1[CH:3]=[C:4]([C:9]2[N:13]3[C:14]4[N:22]=[C:21]([O:23][CH3:24])[CH:20]=[CH:19][C:15]=4[N:16]=[C:17]([CH3:18])[C:12]3=[C:11]([CH3:25])[N:10]=2)[CH:5]=[C:6]([Cl:8])[CH:7]=1.[Cl:26]C1C=CC(Cl)=CC=1B(O)O.C([O-])([O-])=O.[K+].[K+], predict the reaction product. The product is: [Cl:26][C:3]1[CH:2]=[CH:7][C:6]([Cl:8])=[CH:5][C:4]=1[C:9]1[N:13]2[C:14]3[N:22]=[C:21]([O:23][CH3:24])[CH:20]=[CH:19][C:15]=3[N:16]=[C:17]([CH3:18])[C:12]2=[C:11]([CH3:25])[N:10]=1. (2) Given the reactants [Cl:1][C:2]1[CH:3]=[C:4]([NH:20][C:21]2[C:26]([NH:27][CH3:28])=[C:25](I)[N:24]=[CH:23][N:22]=2)[CH:5]=[CH:6][C:7]=1[O:8][C:9]1[CH:14]=[CH:13][CH:12]=[C:11]([O:15][C:16]([F:19])([F:18])[F:17])[CH:10]=1.[CH2:30]([NH:33][C:34](=[O:40])[O:35][C:36]([CH3:39])([CH3:38])[CH3:37])[C:31]#[CH:32].C(N(CC)CC)C, predict the reaction product. The product is: [Cl:1][C:2]1[CH:3]=[C:4]([NH:20][C:21]2[C:26]3[N:27]([CH3:28])[C:31]([CH2:30][NH:33][C:34](=[O:40])[O:35][C:36]([CH3:38])([CH3:37])[CH3:39])=[CH:32][C:25]=3[N:24]=[CH:23][N:22]=2)[CH:5]=[CH:6][C:7]=1[O:8][C:9]1[CH:14]=[CH:13][CH:12]=[C:11]([O:15][C:16]([F:19])([F:18])[F:17])[CH:10]=1. (3) Given the reactants [N:1]1[CH:6]=[CH:5][CH:4]=[C:3]([CH:7]=[N:8][N:9]2[CH2:18][C:17]3[C:12](=[CH:13][CH:14]=[C:15]([C:19]([F:28])([C:24]([F:27])([F:26])[F:25])[C:20]([F:23])([F:22])[F:21])[CH:16]=3)[NH:11][C:10]2=[O:29])[CH:2]=1.[H-].[Na+].[CH3:32]I, predict the reaction product. The product is: [CH3:32][N:11]1[C:12]2[C:17](=[CH:16][C:15]([C:19]([F:28])([C:24]([F:25])([F:26])[F:27])[C:20]([F:22])([F:21])[F:23])=[CH:14][CH:13]=2)[CH2:18][N:9]([N:8]=[CH:7][C:3]2[CH:2]=[N:1][CH:6]=[CH:5][CH:4]=2)[C:10]1=[O:29]. (4) The product is: [Cl:1][C:2]1[C:10]2[N:9]=[C:8]([NH:11][C:12]3[CH:17]=[C:16]([Cl:18])[CH:15]=[C:14]([Cl:19])[CH:13]=3)[N:7]([CH2:20][CH2:21][CH2:22][CH2:23][OH:24])[C:6]=2[C:5]([CH:28]([CH2:31][CH3:32])[CH2:29][CH3:30])=[CH:4][CH:3]=1. Given the reactants [Cl:1][C:2]1[C:10]2[N:9]=[C:8]([NH:11][C:12]3[CH:17]=[C:16]([Cl:18])[CH:15]=[C:14]([Cl:19])[CH:13]=3)[N:7]([CH2:20][CH2:21][CH2:22][C:23](OCC)=[O:24])[C:6]=2[C:5]([CH:28]([CH2:31][CH3:32])[CH2:29][CH3:30])=[CH:4][CH:3]=1.[BH4-].[Li+].O, predict the reaction product. (5) Given the reactants [N:1]1[CH:6]=[CH:5][CH:4]=[CH:3][C:2]=1[CH2:7][CH2:8][S:9]([OH:12])(=O)=[O:10].CN(C=O)C.S(Cl)([Cl:20])=O, predict the reaction product. The product is: [ClH:20].[N:1]1[CH:6]=[CH:5][CH:4]=[CH:3][C:2]=1[CH2:7][CH2:8][S:9]([Cl:20])(=[O:12])=[O:10].